This data is from Reaction yield outcomes from USPTO patents with 853,638 reactions. The task is: Predict the reaction yield, written as a fraction of the theoretical maximum amount of product (1.0 means a 100% yield; for example, 0.34 means a 34% yield). (1) The reactants are [C:1]([O:5][C:6](=[O:23])[N:7]([C@H:10]1[C@H:14]([C:15]2[CH:20]=[CH:19][C:18]([Cl:21])=[C:17]([Cl:22])[CH:16]=2)[CH2:13][NH:12][CH2:11]1)[CH2:8][CH3:9])([CH3:4])([CH3:3])[CH3:2].C(N(C(C)C)C(C)C)C.[CH3:33][S:34]([N:37]1[CH2:42][CH2:41][N:40]([C:43](Cl)=[O:44])[CH2:39][CH2:38]1)(=[O:36])=[O:35]. The catalyst is C(Cl)Cl. The product is [C:1]([O:5][C:6](=[O:23])[N:7]([C@H:10]1[C@H:14]([C:15]2[CH:20]=[CH:19][C:18]([Cl:21])=[C:17]([Cl:22])[CH:16]=2)[CH2:13][N:12]([C:43]([N:40]2[CH2:39][CH2:38][N:37]([S:34]([CH3:33])(=[O:36])=[O:35])[CH2:42][CH2:41]2)=[O:44])[CH2:11]1)[CH2:8][CH3:9])([CH3:2])([CH3:3])[CH3:4]. The yield is 0.970. (2) The reactants are [F:1][C:2]1[CH:8]=[C:7]([F:9])[CH:6]=[CH:5][C:3]=1[NH2:4].[N+:10]([O-:13])([OH:12])=[O:11].[N:14]#[C:15][NH2:16]. The catalyst is CCO. The product is [N+:10]([O-:13])([OH:12])=[O:11].[F:1][C:2]1[CH:8]=[C:7]([F:9])[CH:6]=[CH:5][C:3]=1[NH:4][C:15]([NH2:16])=[NH:14]. The yield is 0.400. (3) The yield is 0.230. The product is [NH2:6][C:5]1[C:4]([CH3:10])=[C:3]([O:2][CH3:1])[CH:9]=[CH:8][C:7]=1[C:16](=[O:18])[CH3:15]. No catalyst specified. The reactants are [CH3:1][O:2][C:3]1[C:4]([CH3:10])=[C:5]([CH:7]=[CH:8][CH:9]=1)[NH2:6].NC1C=[C:16]([O:18]C)[CH:15]=CC=1C(=O)C. (4) The reactants are Cl.[F:2][C:3]1[CH:11]=[CH:10][CH:9]=[C:8]2[C:4]=1[CH:5]([CH2:15][CH2:16][C:17]1([F:27])[CH2:26][CH2:25][C:20]3(OCC[O:21]3)[CH2:19][CH2:18]1)[N:6]1[CH:14]=[N:13][CH:12]=[C:7]12.C([O-])(O)=O.[Na+]. The catalyst is C1COCC1. The product is [F:27][C:17]1([CH2:16][CH2:15][CH:5]2[C:4]3[C:8](=[CH:9][CH:10]=[CH:11][C:3]=3[F:2])[C:7]3=[CH:12][N:13]=[CH:14][N:6]23)[CH2:26][CH2:25][C:20](=[O:21])[CH2:19][CH2:18]1. The yield is 0.670. (5) The reactants are [OH:1][C:2]1[CH:3]=[C:4]([C:12]([O:14][CH3:15])=[O:13])[CH:5]=[C:6]([CH:11]=1)[C:7]([O:9][CH3:10])=[O:8].C([O-])([O-])=O.[Cs+].[Cs+].[CH2:22](Br)[CH:23]=[CH2:24].O. The catalyst is CN(C=O)C. The product is [CH2:24]([O:1][C:2]1[CH:11]=[C:6]([C:7]([O:9][CH3:10])=[O:8])[CH:5]=[C:4]([CH:3]=1)[C:12]([O:14][CH3:15])=[O:13])[CH:23]=[CH2:22]. The yield is 1.00. (6) The reactants are [Br:1][C:2]1[CH:3]=[C:4]2[C:8](=[CH:9][CH:10]=1)[NH:7][CH:6]=[CH:5]2.[O:11]1[C:15]2([CH2:20][CH2:19][CH:18](OS(C3C=CC(C)=CC=3)(=O)=O)[CH2:17][CH2:16]2)[O:14][CH2:13][CH2:12]1.[OH-].[K+]. The catalyst is CS(C)=O. The product is [Br:1][C:2]1[CH:3]=[C:4]2[C:8](=[CH:9][CH:10]=1)[N:7]([CH:18]1[CH2:19][CH2:20][C:15]3([O:14][CH2:13][CH2:12][O:11]3)[CH2:16][CH2:17]1)[CH:6]=[CH:5]2. The yield is 0.199. (7) The reactants are [CH3:1][O:2][C:3]1[C:4]([CH3:23])=[C:5]([C:14]([O:21][CH3:22])=[C:15]([O:19][CH3:20])[C:16]=1[O:17][CH3:18])[CH2:6][C:7]1[CH:8]=[C:9]([OH:13])[CH:10]=[CH:11][CH:12]=1.C1N2CN3CN(C2)CN1C3.FC(F)(F)[C:36](O)=[O:37]. No catalyst specified. The product is [CH3:1][O:2][C:3]1[C:4]([CH3:23])=[C:5]([C:14]([O:21][CH3:22])=[C:15]([O:19][CH3:20])[C:16]=1[O:17][CH3:18])[CH2:6][C:7]1[CH:12]=[CH:11][C:10]([CH:36]=[O:37])=[C:9]([OH:13])[CH:8]=1.[CH3:1][O:2][C:3]1[C:4]([CH3:23])=[C:5]([C:14]([O:21][CH3:22])=[C:15]([O:19][CH3:20])[C:16]=1[O:17][CH3:18])[CH2:6][C:7]1[C:8]([CH:36]=[O:37])=[C:9]([OH:13])[CH:10]=[CH:11][CH:12]=1. The yield is 0.280.